Regression. Given a peptide amino acid sequence and an MHC pseudo amino acid sequence, predict their binding affinity value. This is MHC class I binding data. From a dataset of Peptide-MHC class I binding affinity with 185,985 pairs from IEDB/IMGT. (1) The peptide sequence is LVYPGRSLF. The MHC is HLA-B58:02 with pseudo-sequence HLA-B58:02. The binding affinity (normalized) is 0.291. (2) The binding affinity (normalized) is 0.864. The MHC is Mamu-B01 with pseudo-sequence Mamu-B01. The peptide sequence is SNYLELDTI. (3) The peptide sequence is RVYLQGHGY. The MHC is HLA-A26:01 with pseudo-sequence HLA-A26:01. The binding affinity (normalized) is 0.297. (4) The peptide sequence is LQIVRFTDY. The MHC is HLA-B35:01 with pseudo-sequence HLA-B35:01. The binding affinity (normalized) is 0.0847. (5) The peptide sequence is PLYIDISDVK. The MHC is HLA-A11:01 with pseudo-sequence HLA-A11:01. The binding affinity (normalized) is 0.157. (6) The peptide sequence is GENQLYHFA. The MHC is HLA-A02:02 with pseudo-sequence HLA-A02:02. The binding affinity (normalized) is 0.0467. (7) The peptide sequence is ELGIAIFNNR. The MHC is HLA-A68:01 with pseudo-sequence HLA-A68:01. The binding affinity (normalized) is 0.658.